From a dataset of Volume of distribution at steady state (VDss) regression data from Lombardo et al.. Regression/Classification. Given a drug SMILES string, predict its absorption, distribution, metabolism, or excretion properties. Task type varies by dataset: regression for continuous measurements (e.g., permeability, clearance, half-life) or binary classification for categorical outcomes (e.g., BBB penetration, CYP inhibition). For this dataset (vdss_lombardo), we predict log10(VDss) (log10 of volume of distribution in L/kg). (1) The compound is Nc1ccc(O)c(C(=O)[O-])c1. The log10(VDss) is -0.480. (2) The compound is CC(C)(O/N=C(/C(=O)NC1C(=O)N2C(C(=O)[O-])=C(C[n+]3ccccc3)CSC12)c1csc(N)n1)C(=O)[O-]. The log10(VDss) is -0.510. (3) The drug is CC[NH+]1CCCC1CNC(=O)c1c([O-])c(Cl)cc(Cl)c1OC. The log10(VDss) is 0.0400. (4) The drug is CCC1OC(=O)C(C)C(=O)C(C)C(OC2OC(C)CC([NH+](C)C)C2O)C(C)(OC)CC(C)C(=O)C(C)C2N(CCCCn3cnc(-c4cccnc4)c3)C(=O)OC12C. The log10(VDss) is 0.480. (5) The drug is NC1CC([NH3+])C(OC2OC(C[NH3+])C(O)C(O)C2N)C(OC2OC(CO)C(O)C2O)C1O. The log10(VDss) is -0.600.